This data is from NCI-60 drug combinations with 297,098 pairs across 59 cell lines. The task is: Regression. Given two drug SMILES strings and cell line genomic features, predict the synergy score measuring deviation from expected non-interaction effect. (1) Drug 1: C1=CC=C(C=C1)NC(=O)CCCCCCC(=O)NO. Drug 2: CC1=C(C(=O)C2=C(C1=O)N3CC4C(C3(C2COC(=O)N)OC)N4)N. Cell line: T-47D. Synergy scores: CSS=14.0, Synergy_ZIP=1.11, Synergy_Bliss=3.75, Synergy_Loewe=-3.51, Synergy_HSA=0.113. (2) Cell line: RXF 393. Drug 1: CC(C)(C#N)C1=CC(=CC(=C1)CN2C=NC=N2)C(C)(C)C#N. Synergy scores: CSS=-0.575, Synergy_ZIP=2.40, Synergy_Bliss=2.87, Synergy_Loewe=1.11, Synergy_HSA=0.118. Drug 2: CC(C)NC(=O)C1=CC=C(C=C1)CNNC.Cl. (3) Drug 1: CC1=C2C(C(=O)C3(C(CC4C(C3C(C(C2(C)C)(CC1OC(=O)C(C(C5=CC=CC=C5)NC(=O)C6=CC=CC=C6)O)O)OC(=O)C7=CC=CC=C7)(CO4)OC(=O)C)O)C)OC(=O)C. Drug 2: CC1C(C(CC(O1)OC2CC(CC3=C2C(=C4C(=C3O)C(=O)C5=C(C4=O)C(=CC=C5)OC)O)(C(=O)CO)O)N)O.Cl. Cell line: SNB-19. Synergy scores: CSS=31.5, Synergy_ZIP=-6.41, Synergy_Bliss=-4.19, Synergy_Loewe=-7.15, Synergy_HSA=-0.618. (4) Drug 1: C1=NC2=C(N=C(N=C2N1C3C(C(C(O3)CO)O)O)F)N. Drug 2: CS(=O)(=O)OCCCCOS(=O)(=O)C. Cell line: LOX IMVI. Synergy scores: CSS=1.67, Synergy_ZIP=2.67, Synergy_Bliss=7.72, Synergy_Loewe=-0.0991, Synergy_HSA=0.505. (5) Drug 1: CC12CCC3C(C1CCC2=O)CC(=C)C4=CC(=O)C=CC34C. Drug 2: C1CCC(CC1)NC(=O)N(CCCl)N=O. Cell line: ACHN. Synergy scores: CSS=41.8, Synergy_ZIP=0.169, Synergy_Bliss=5.12, Synergy_Loewe=-8.50, Synergy_HSA=7.27. (6) Drug 1: C1=CC(=CC=C1CC(C(=O)O)N)N(CCCl)CCCl.Cl. Drug 2: C1CC(=O)NC(=O)C1N2C(=O)C3=CC=CC=C3C2=O. Cell line: EKVX. Synergy scores: CSS=8.29, Synergy_ZIP=6.22, Synergy_Bliss=13.2, Synergy_Loewe=8.65, Synergy_HSA=10.0. (7) Drug 1: C(CN)CNCCSP(=O)(O)O. Drug 2: CC1CCCC2(C(O2)CC(NC(=O)CC(C(C(=O)C(C1O)C)(C)C)O)C(=CC3=CSC(=N3)C)C)C. Cell line: KM12. Synergy scores: CSS=26.1, Synergy_ZIP=5.11, Synergy_Bliss=-4.86, Synergy_Loewe=-36.2, Synergy_HSA=-12.7. (8) Drug 1: C(=O)(N)NO. Drug 2: CC12CCC3C(C1CCC2O)C(CC4=C3C=CC(=C4)O)CCCCCCCCCS(=O)CCCC(C(F)(F)F)(F)F. Cell line: EKVX. Synergy scores: CSS=-0.858, Synergy_ZIP=-0.926, Synergy_Bliss=-3.65, Synergy_Loewe=-36.9, Synergy_HSA=-3.71. (9) Drug 1: C1CN(CCN1C(=O)CCBr)C(=O)CCBr. Drug 2: CCC1(C2=C(COC1=O)C(=O)N3CC4=CC5=C(C=CC(=C5CN(C)C)O)N=C4C3=C2)O.Cl. Cell line: SW-620. Synergy scores: CSS=31.4, Synergy_ZIP=-4.77, Synergy_Bliss=-3.78, Synergy_Loewe=-4.22, Synergy_HSA=-0.291.